From a dataset of Catalyst prediction with 721,799 reactions and 888 catalyst types from USPTO. Predict which catalyst facilitates the given reaction. (1) Reactant: [F:1][C:2]1[CH:7]=[CH:6][C:5]([OH:8])=[C:4]([O:9][CH3:10])[CH:3]=1.C(N(CC)CC)C.[Si:18](Cl)([C:21]([CH3:24])([CH3:23])[CH3:22])([CH3:20])[CH3:19]. Product: [C:21]([Si:18]([O:8][C:5]1[CH:6]=[CH:7][C:2]([F:1])=[CH:3][C:4]=1[O:9][CH3:10])([CH3:20])[CH3:19])([CH3:24])([CH3:23])[CH3:22]. The catalyst class is: 166. (2) Reactant: C1COCC1.CO.[Cl:8][C:9]1[CH:10]=[C:11]([NH:16][C:17]([C:19]2[CH:20]=[CH:21][C:22]([F:34])=[C:23]([S:25][C:26]([CH3:33])([CH3:32])[C:27]([O:29]CC)=[O:28])[CH:24]=2)=[O:18])[CH:12]=[CH:13][C:14]=1[F:15].[Li+].[OH-]. Product: [Cl:8][C:9]1[CH:10]=[C:11]([NH:16][C:17]([C:19]2[CH:20]=[CH:21][C:22]([F:34])=[C:23]([S:25][C:26]([CH3:32])([CH3:33])[C:27]([OH:29])=[O:28])[CH:24]=2)=[O:18])[CH:12]=[CH:13][C:14]=1[F:15]. The catalyst class is: 25. (3) Reactant: [CH3:1][S:2]([C:5]1[CH:10]=[CH:9][C:8]([C:11]2[NH:12][C:13]([C:16]3[CH:21]=[CH:20][C:19]([C:22]([F:25])([F:24])[F:23])=[CH:18][C:17]=3[NH2:26])=[N:14][N:15]=2)=[CH:7][CH:6]=1)(=[O:4])=[O:3].[N:27]1[CH:32]=[CH:31][C:30]([CH:33]=O)=[CH:29][CH:28]=1.C(O[BH-](OC(=O)C)OC(=O)C)(=O)C.[Na+].C(O)(=O)C. Product: [CH3:1][S:2]([C:5]1[CH:10]=[CH:9][C:8]([C:11]2[NH:12][C:13]([C:16]3[CH:21]=[CH:20][C:19]([C:22]([F:25])([F:23])[F:24])=[CH:18][C:17]=3[NH:26][CH2:33][C:30]3[CH:31]=[CH:32][N:27]=[CH:28][CH:29]=3)=[N:14][N:15]=2)=[CH:7][CH:6]=1)(=[O:4])=[O:3]. The catalyst class is: 4. (4) Reactant: Cl[CH2:2][CH2:3][C:4]([C:9]1[CH:14]=[CH:13][C:12]([F:15])=[CH:11][CH:10]=1)([OH:8])[CH2:5][CH:6]=[CH2:7].[NH2:16][C@H:17]1[CH2:22][CH2:21][CH2:20][N:19]([C:23]([O:25][C:26]([CH3:29])([CH3:28])[CH3:27])=[O:24])[CH2:18]1.C([O-])([O-])=O.[K+].[K+]. Product: [C:26]([O:25][C:23]([N:19]1[CH2:20][CH2:21][CH2:22][C@H:17]([NH:16][CH2:2][CH2:3][C:4]([C:9]2[CH:14]=[CH:13][C:12]([F:15])=[CH:11][CH:10]=2)([OH:8])[CH2:5][CH:6]=[CH2:7])[CH2:18]1)=[O:24])([CH3:29])([CH3:27])[CH3:28]. The catalyst class is: 10. (5) Reactant: [CH2:1]([C:5]1([CH3:14])[CH2:10][C:9](=O)[CH2:8][C:7]([CH3:13])([CH3:12])[NH:6]1)[CH2:2][CH:3]=[CH2:4].[OH-].[K+].O.NN.C(O)COCCO. Product: [CH2:1]([C:5]1([CH3:14])[CH2:10][CH2:9][CH2:8][C:7]([CH3:13])([CH3:12])[NH:6]1)[CH2:2][CH:3]=[CH2:4]. The catalyst class is: 6.